From a dataset of Reaction yield outcomes from USPTO patents with 853,638 reactions. Predict the reaction yield, written as a fraction of the theoretical maximum amount of product (1.0 means a 100% yield; for example, 0.34 means a 34% yield). (1) The reactants are [Cl-].[Cl-].[Cl-].[Al+3].[C:5](Cl)(=[O:15])[C:6]1[CH:14]=[CH:13][CH:12]=[C:8]([C:9](Cl)=[O:10])[CH:7]=1.[F:17][C:18]1[CH:23]=[CH:22][CH:21]=[CH:20][CH:19]=1.[OH-].[Na+]. The catalyst is ClCCl. The product is [F:17][C:18]1[CH:23]=[CH:22][C:21]([C:5]([C:6]2[CH:14]=[CH:13][CH:12]=[C:8]([C:9](=[O:10])[C:21]3[CH:22]=[CH:23][C:18]([F:17])=[CH:19][CH:20]=3)[CH:7]=2)=[O:15])=[CH:20][CH:19]=1. The yield is 0.420. (2) The reactants are B(Br)(Br)Br.C[C:6]1[C:7]([O:20][C:21]2[CH:26]=[CH:25][C:24]([O:27]C)=[C:23]([CH:29]([CH3:31])[CH3:30])[CH:22]=2)=[C:8]2[C:12](=[CH:13][C:14]=1[CH3:15])[NH:11][C:10]([P:16]([OH:19])(=[O:18])[OH:17])=[CH:9]2.Cl[CH2:33]Cl. No catalyst specified. The product is [CH3:33][C:7]1([O:20][C:21]2[CH:26]=[CH:25][C:24]([OH:27])=[C:23]([CH:29]([CH3:30])[CH3:31])[CH:22]=2)[CH:6]=[C:14]([CH3:15])[CH:13]=[C:12]2[C:8]1=[CH:9][C:10]([P:16]([OH:19])(=[O:18])[OH:17])=[N:11]2. The yield is 0.800.